From a dataset of Forward reaction prediction with 1.9M reactions from USPTO patents (1976-2016). Predict the product of the given reaction. (1) Given the reactants [Cl:1][C:2]1[CH:7]=[CH:6][C:5]([CH2:8]Cl)=[CH:4][N:3]=1.[I-].[K+].[C-:12]#[N:13].[Na+], predict the reaction product. The product is: [Cl:1][C:2]1[N:3]=[CH:4][C:5]([CH2:8][C:12]#[N:13])=[CH:6][CH:7]=1. (2) Given the reactants [F:1][C:2]1[CH:17]=[CH:16][CH:15]=[C:14]([F:18])[C:3]=1[CH2:4][N:5]1[CH:9]=[C:8]([C:10](OC)=O)[N:7]=[N:6]1.[NH4+:19].[OH-:20].[CH3:21]O, predict the reaction product. The product is: [F:18][C:14]1[CH:15]=[CH:16][CH:17]=[C:2]([F:1])[C:3]=1[CH2:4][N:5]1[CH:9]=[C:8]([CH2:10][C:21]([NH2:19])=[O:20])[N:7]=[N:6]1. (3) Given the reactants [OH:1][C:2]1[CH:3]=[C:4]([C:8]2[CH:13]=[CH:12][CH:11]=[C:10]([CH2:14][O:15][CH:16]3[CH2:21][CH2:20][N:19]([C:22]([CH3:41])([CH3:40])[CH2:23][CH2:24][C:25]([C:34]4[CH:39]=[CH:38][CH:37]=[CH:36][CH:35]=4)([C:28]4[CH:33]=[CH:32][CH:31]=[CH:30][CH:29]=4)[C:26]#[N:27])[CH2:18][CH2:17]3)[CH:9]=2)[CH:5]=[CH:6][CH:7]=1.[OH-:42].[K+], predict the reaction product. The product is: [NH3:19].[OH:1][C:2]1[CH:3]=[C:4]([C:8]2[CH:13]=[CH:12][CH:11]=[C:10]([CH2:14][O:15][CH:16]3[CH2:17][CH2:18][N:19]([C:22]([CH3:41])([CH3:40])[CH2:23][CH2:24][C:25]([C:28]4[CH:29]=[CH:30][CH:31]=[CH:32][CH:33]=4)([C:34]4[CH:35]=[CH:36][CH:37]=[CH:38][CH:39]=4)[C:26]([NH2:27])=[O:42])[CH2:20][CH2:21]3)[CH:9]=2)[CH:5]=[CH:6][CH:7]=1. (4) Given the reactants [Si:1]([O:18][CH2:19][C@H:20]1[NH:24][C:23](=[O:25])[CH2:22][CH2:21]1)([C:14]([CH3:17])([CH3:16])[CH3:15])([C:8]1[CH:13]=[CH:12][CH:11]=[CH:10][CH:9]=1)[C:2]1[CH:7]=[CH:6][CH:5]=[CH:4][CH:3]=1.[C:26](O[C:26]([O:28][C:29]([CH3:32])([CH3:31])[CH3:30])=[O:27])([O:28][C:29]([CH3:32])([CH3:31])[CH3:30])=[O:27], predict the reaction product. The product is: [Si:1]([O:18][CH2:19][C@@H:20]1[CH2:21][CH2:22][C:23](=[O:25])[N:24]1[C:26]([O:28][C:29]([CH3:32])([CH3:31])[CH3:30])=[O:27])([C:14]([CH3:17])([CH3:15])[CH3:16])([C:8]1[CH:13]=[CH:12][CH:11]=[CH:10][CH:9]=1)[C:2]1[CH:7]=[CH:6][CH:5]=[CH:4][CH:3]=1. (5) Given the reactants C[O:2][C:3]([CH:5]1[CH2:9][C:8](=[O:10])[N:7]([C:11]2[CH:16]=[CH:15][C:14]([O:17][CH2:18][C:19]3[CH:24]=[CH:23][CH:22]=[CH:21][CH:20]=3)=[CH:13][CH:12]=2)[CH2:6]1)=O.[BH4-].[Na+], predict the reaction product. The product is: [CH2:18]([O:17][C:14]1[CH:15]=[CH:16][C:11]([N:7]2[CH2:6][CH:5]([CH2:3][OH:2])[CH2:9][C:8]2=[O:10])=[CH:12][CH:13]=1)[C:19]1[CH:20]=[CH:21][CH:22]=[CH:23][CH:24]=1. (6) Given the reactants [H-].[Na+].[O:3]([C:10]1[CH:33]=[CH:32][C:13]([C:14]([NH:16][C:17]2[CH:31]=[CH:30][C:20]([CH2:21][P:22](=[O:29])([O:26][CH2:27][CH3:28])[O:23][CH2:24][CH3:25])=[CH:19][CH:18]=2)=[O:15])=[CH:12][CH:11]=1)[C:4]1[CH:9]=[CH:8][CH:7]=[CH:6][CH:5]=1.Br[CH2:35][C:36]1[CH:41]=[CH:40][C:39]([CH:42]2[CH2:47][CH2:46][CH2:45][CH2:44][CH2:43]2)=[CH:38][CH:37]=1, predict the reaction product. The product is: [CH:42]1([C:39]2[CH:40]=[CH:41][C:36]([CH2:35][N:16]([C:17]3[CH:31]=[CH:30][C:20]([CH2:21][P:22](=[O:29])([O:23][CH2:24][CH3:25])[O:26][CH2:27][CH3:28])=[CH:19][CH:18]=3)[C:14](=[O:15])[C:13]3[CH:32]=[CH:33][C:10]([O:3][C:4]4[CH:5]=[CH:6][CH:7]=[CH:8][CH:9]=4)=[CH:11][CH:12]=3)=[CH:37][CH:38]=2)[CH2:43][CH2:44][CH2:45][CH2:46][CH2:47]1. (7) The product is: [OH:30][C:29]1[C:28]([C:26]#[N:27])=[C:9]([C:5]2[CH:4]=[C:3]([O:2][CH3:1])[CH:8]=[CH:7][N:6]=2)[N:17]=[C:16]([S:19][CH3:20])[N:18]=1. Given the reactants [CH3:1][O:2][C:3]1[CH:8]=[CH:7][N:6]=[C:5]([CH:9]=O)[CH:4]=1.S(O)(O)(=O)=O.[C:16]([S:19][CH3:20])(=[NH:18])[NH2:17].[CH3:20][S:19][C:16](=[NH:18])[NH2:17].[C:26]([CH2:28][C:29](OCC)=[O:30])#[N:27].C(=O)([O-])[O-].[K+].[K+], predict the reaction product. (8) Given the reactants [C:1]([O:5][C:6]([N:8]([C:13]1[CH:14]=[C:15]([C:21]2[CH:22]=[C:23]3[C:32](I)=[CH:31][N:30]([C:34]([O:36][C:37]([CH3:40])([CH3:39])[CH3:38])=[O:35])[C:24]3=[N:25][C:26]=2[CH:27]2[CH2:29][CH2:28]2)[CH:16]=[CH:17][C:18]=1[O:19][CH3:20])[S:9]([CH3:12])(=[O:11])=[O:10])=[O:7])([CH3:4])([CH3:3])[CH3:2].[F:41][C:42]1[CH:43]=[C:44]([CH:62]=[C:63]([F:65])[CH:64]=1)[CH2:45][N:46]1[C:50]([CH3:51])=[C:49](B2OC(C)(C)C(C)(C)O2)[C:48]([CH3:61])=[N:47]1.C(=O)([O-])[O-].[Na+].[Na+], predict the reaction product. The product is: [C:1]([O:5][C:6]([N:8]([C:13]1[CH:14]=[C:15]([C:21]2[CH:22]=[C:23]3[C:32]([C:49]4[C:48]([CH3:61])=[N:47][N:46]([CH2:45][C:44]5[CH:62]=[C:63]([F:65])[CH:64]=[C:42]([F:41])[CH:43]=5)[C:50]=4[CH3:51])=[CH:31][N:30]([C:34]([O:36][C:37]([CH3:40])([CH3:39])[CH3:38])=[O:35])[C:24]3=[N:25][C:26]=2[CH:27]2[CH2:29][CH2:28]2)[CH:16]=[CH:17][C:18]=1[O:19][CH3:20])[S:9]([CH3:12])(=[O:11])=[O:10])=[O:7])([CH3:4])([CH3:3])[CH3:2]. (9) Given the reactants [Br:1][C:2]1[S:3][C:4]2[CH:10]=[C:9]([C:11](OC)=[O:12])[CH:8]=[C:7]([F:15])[C:5]=2[N:6]=1.C1COCC1.CC(C[Al]CC(C)C)C, predict the reaction product. The product is: [Br:1][C:2]1[S:3][C:4]2[CH:10]=[C:9]([CH2:11][OH:12])[CH:8]=[C:7]([F:15])[C:5]=2[N:6]=1.